Task: Binary Classification. Given a miRNA mature sequence and a target amino acid sequence, predict their likelihood of interaction.. Dataset: Experimentally validated miRNA-target interactions with 360,000+ pairs, plus equal number of negative samples (1) The miRNA is hsa-miR-6504-5p with sequence UCUGGCUGUGCUGUAAUGCAG. The protein sequence of the target gene is MGAGGRRMRGAPARLLLPLLPWLLLLLAPEARGAPGCPLSIRSCKCSGERPKGLSGGVPGPARRRVVCSGGDLPEPPEPGLLPNGTVTLLLSNNKITGLRNGSFLGLSLLEKLDLRNNIISTVQPGAFLGLGELKRLDLSNNRIGCLTSETFQGLPRLLRLNISGNIFSSLQPGVFDELPALKVVDLGTEFLTCDCHLRWLLPWAQNRSLQLSEHTLCAYPSALHAQALGSLQEAQLCCEGALELHTHHLIPSLRQVVFQGDRLPFQCSASYLGNDTRIRWYHNRAPVEGDEQAGILLAE.... Result: 0 (no interaction). (2) The miRNA is hsa-miR-6732-3p with sequence UAACCCUGUCCUCUCCCUCCCAG. The protein sequence of the target gene is MTTGDCCHLPGSLCDCSGSPAFSKVVEATGLGPPQYVAQVTSRDGRLLSTVIRALDTPSDGPFCRICHEGANGECLLSPCGCTGTLGAVHKSCLEKWLSSSNTSYCELCHTEFAVEKRPRPLTEWLKDPGPRTEKRTLCCDMVCFLFITPLAAISGWLCLRGAQDHLRLHSQLEAVGLIALTIALFTIYVLWTLVSFRYHCQLYSEWRKTNQKVRLKIREADSPEGPQHSPLAAGLLKKVAEETPV. Result: 1 (interaction).